Dataset: TCR-epitope binding with 47,182 pairs between 192 epitopes and 23,139 TCRs. Task: Binary Classification. Given a T-cell receptor sequence (or CDR3 region) and an epitope sequence, predict whether binding occurs between them. (1) The epitope is KLGGALQAK. The TCR CDR3 sequence is CASSGLAGVYPQYF. Result: 1 (the TCR binds to the epitope). (2) The epitope is KAFSPEVIPMF. Result: 1 (the TCR binds to the epitope). The TCR CDR3 sequence is CASSLMQGTDTQYF. (3) The epitope is FIAGLIAIV. The TCR CDR3 sequence is CASSYSSSYEQYF. Result: 1 (the TCR binds to the epitope). (4) The epitope is LLFGYPVYV. The TCR CDR3 sequence is CASSLGDRNTEAFF. Result: 1 (the TCR binds to the epitope). (5) The epitope is QECVRGTTVL. The TCR CDR3 sequence is CASSYSPGNEQFF. Result: 1 (the TCR binds to the epitope).